Dataset: Full USPTO retrosynthesis dataset with 1.9M reactions from patents (1976-2016). Task: Predict the reactants needed to synthesize the given product. (1) Given the product [C:1]([O:4][CH2:5][C@@H:6]1[C@@H:11]([O:12][C:13](=[O:15])[CH3:14])[C@H:10]([O:16][C:17](=[O:19])[CH3:18])[C@H:9]([O:20][C:21](=[O:23])[CH3:22])[C@@H:8]([C:24]2[CH:29]=[CH:28][CH:27]=[C:26]([O:30][C:31]3[CH:32]=[N:33][C:34]([NH2:37])=[CH:35][CH:36]=3)[CH:25]=2)[O:7]1)(=[O:3])[CH3:2], predict the reactants needed to synthesize it. The reactants are: [C:1]([O:4][CH2:5][C@@H:6]1[C@@H:11]([O:12][C:13](=[O:15])[CH3:14])[C@H:10]([O:16][C:17](=[O:19])[CH3:18])[C@H:9]([O:20][C:21](=[O:23])[CH3:22])[C@@H:8]([C:24]2[CH:29]=[CH:28][CH:27]=[C:26]([O:30][C:31]3[CH:32]=[N:33][C:34]([N+:37]([O-])=O)=[CH:35][CH:36]=3)[CH:25]=2)[O:7]1)(=[O:3])[CH3:2]. (2) Given the product [CH2:8]([O:10][C:11]([C@@H:13]1[CH2:17][C@H:16]([NH2:18])[CH2:15][N:14]1[CH2:31][CH:32]([CH3:37])[CH3:33])=[O:12])[CH3:9], predict the reactants needed to synthesize it. The reactants are: FC(F)(F)C(O)=O.[CH2:8]([O:10][C:11]([C@@H:13]1[CH2:17][C@H:16]([N:18]=[N+]=[N-])[CH2:15][NH:14]1)=[O:12])[CH3:9].COC([C@@H]1C[C@H](N)CN1[CH2:31][CH:32]1[CH2:37]CCC[CH2:33]1)=O. (3) The reactants are: [CH3:1][C:2]1[O:3][C:4]([CH3:8])=[C:5]([CH3:7])[N:6]=1.[O:9]=[C:10]1[CH:14]=[CH:13][C:12](=[O:15])[N:11]1[C:16]1[CH:23]=[CH:22][C:19]([C:20]#[N:21])=[C:18]([C:24]([F:27])([F:26])[F:25])[CH:17]=1. Given the product [CH3:1][C:2]12[O:3][C:4]([CH3:8])([CH:14]3[C:10](=[O:9])[N:11]([C:16]4[CH:23]=[CH:22][C:19]([C:20]#[N:21])=[C:18]([C:24]([F:25])([F:27])[F:26])[CH:17]=4)[C:12](=[O:15])[CH:13]31)[C:5]([CH3:7])=[N:6]2, predict the reactants needed to synthesize it. (4) Given the product [CH2:20]([N:16]1[CH2:17][CH2:18][CH2:19][C@H:15]1[C:13](=[O:12])[CH2:6][C:7](=[N:9][OH:10])[CH3:8])[C:21]1[CH:26]=[CH:25][CH:24]=[CH:23][CH:22]=1, predict the reactants needed to synthesize it. The reactants are: [Li]CCCC.[CH3:6][C:7](=[N:9][OH:10])[CH3:8].C[O:12][C:13]([C@@H:15]1[CH2:19][CH2:18][CH2:17][N:16]1[CH2:20][C:21]1[CH:26]=[CH:25][CH:24]=[CH:23][CH:22]=1)=O.Cl. (5) Given the product [CH3:12][N:6]1[CH:5]([CH3:13])[C:4]2[C:8](=[CH:9][CH:10]=[C:2]([C:15]3[S:14][CH:18]=[CH:17][CH:16]=3)[CH:3]=2)[C:7]1=[O:11], predict the reactants needed to synthesize it. The reactants are: Br[C:2]1[CH:3]=[C:4]2[C:8](=[CH:9][CH:10]=1)[C:7](=[O:11])[N:6]([CH3:12])[CH:5]2[CH3:13].[S:14]1[CH:18]=[CH:17][CH:16]=[C:15]1B(O)O. (6) Given the product [Br:1][C:2]1[CH:3]=[CH:4][C:5]([N:8]2[C:9]3[CH:14]=[CH:13][CH:12]=[CH:11][C:10]=3[N:15]=[C:17]2[NH2:16])=[N:6][CH:7]=1, predict the reactants needed to synthesize it. The reactants are: [Br:1][C:2]1[CH:3]=[CH:4][C:5]([NH:8][C:9]2[C:10]([NH2:15])=[CH:11][CH:12]=[CH:13][CH:14]=2)=[N:6][CH:7]=1.[N:16]#[C:17]Br. (7) Given the product [CH3:28][C:22]1[C:23]([CH3:27])=[CH:24][CH:25]=[CH:26][C:21]=1[C:19]1[N:18]=[C:17]([NH2:29])[N:16]=[C:15]([NH:13][CH2:12][C:10]2[CH:9]=[N:8][N:7]([C:1]3[CH:6]=[CH:5][CH:4]=[CH:3][CH:2]=3)[N:11]=2)[CH:20]=1, predict the reactants needed to synthesize it. The reactants are: [C:1]1([N:7]2[N:11]=[C:10]([CH2:12][NH2:13])[CH:9]=[N:8]2)[CH:6]=[CH:5][CH:4]=[CH:3][CH:2]=1.Cl[C:15]1[CH:20]=[C:19]([C:21]2[CH:26]=[CH:25][CH:24]=[C:23]([CH3:27])[C:22]=2[CH3:28])[N:18]=[C:17]([NH2:29])[N:16]=1. (8) Given the product [C:25]([O:24][C:22]([N:19]1[CH2:18][CH:17]=[C:16]([C:5]2[C:6]3[C:11](=[CH:10][CH:9]=[C:8]([C:12]([OH:14])=[O:13])[CH:7]=3)[NH:3][CH:4]=2)[CH2:21][CH2:20]1)=[O:23])([CH3:28])([CH3:26])[CH3:27], predict the reactants needed to synthesize it. The reactants are: [OH-].[K+].[NH:3]1[C:11]2[C:6](=[CH:7][C:8]([C:12]([OH:14])=[O:13])=[CH:9][CH:10]=2)[CH:5]=[CH:4]1.O=[C:16]1[CH2:21][CH2:20][N:19]([C:22]([O:24][C:25]([CH3:28])([CH3:27])[CH3:26])=[O:23])[CH2:18][CH2:17]1. (9) The reactants are: [C:1]([N:4]1[CH2:9][CH2:8][CH:7]([CH2:10][C:11]([NH:13][C:14]2[CH:19]=[CH:18][C:17](Br)=[CH:16][CH:15]=2)=[O:12])[CH2:6][CH2:5]1)(=[O:3])[CH3:2].[F:21][C:22]1[CH:27]=[CH:26][C:25]([F:28])=[CH:24][C:23]=1B(O)O. Given the product [C:1]([N:4]1[CH2:9][CH2:8][CH:7]([CH2:10][C:11]([NH:13][C:14]2[CH:19]=[CH:18][C:17]([C:26]3[CH:27]=[C:22]([F:21])[CH:23]=[CH:24][C:25]=3[F:28])=[CH:16][CH:15]=2)=[O:12])[CH2:6][CH2:5]1)(=[O:3])[CH3:2], predict the reactants needed to synthesize it. (10) Given the product [CH2:2]([N:4]([CH2:14][CH3:15])[CH2:5][CH2:6][CH2:7][CH2:8][CH2:9][CH2:10][C:11]([Cl:1])=[O:12])[CH3:3], predict the reactants needed to synthesize it. The reactants are: [Cl-:1].[CH2:2]([N:4]([CH2:14][CH3:15])[CH2:5][CH2:6][CH2:7][CH2:8][CH2:9][CH2:10][C:11](O)=[O:12])[CH3:3].